Dataset: Forward reaction prediction with 1.9M reactions from USPTO patents (1976-2016). Task: Predict the product of the given reaction. (1) Given the reactants O.CC1C=CC(S(O)(=O)=O)=CC=1.[CH2:13]([C@@:20]12[CH2:33][CH2:32][C@:31]([OH:38])([C:34]([F:37])([F:36])[F:35])[CH2:30][C@H:29]1[CH2:28][CH:27](O)[C:26]1[CH:25]=[C:24]([C:40]([O:42][CH3:43])=[O:41])[CH:23]=[CH:22][C:21]2=1)[C:14]1[CH:19]=[CH:18][CH:17]=[CH:16][CH:15]=1, predict the reaction product. The product is: [CH2:13]([C@@:20]12[CH2:33][CH2:32][C@:31]([OH:38])([C:34]([F:35])([F:36])[F:37])[CH2:30][C@H:29]1[CH:28]=[CH:27][C:26]1[CH:25]=[C:24]([C:40]([O:42][CH3:43])=[O:41])[CH:23]=[CH:22][C:21]2=1)[C:14]1[CH:19]=[CH:18][CH:17]=[CH:16][CH:15]=1. (2) Given the reactants [CH:1]1([C:4]2[NH:5][CH:6]=[C:7]([C:9]3[CH:14]=[CH:13][C:12]([O:15][CH3:16])=[CH:11][C:10]=3[O:17][CH3:18])[N:8]=2)[CH2:3][CH2:2]1.[CH3:19][O:20]C(Cl)Cl, predict the reaction product. The product is: [CH:1]1([C:4]2[NH:5][CH:6]=[C:7]([C:9]3[C:10]([O:17][CH3:18])=[CH:11][C:12]([O:15][CH3:16])=[C:13]([CH:14]=3)[CH:19]=[O:20])[N:8]=2)[CH2:3][CH2:2]1.